Task: Predict which catalyst facilitates the given reaction.. Dataset: Catalyst prediction with 721,799 reactions and 888 catalyst types from USPTO (1) Reactant: CS([O:5][CH2:6][C:7]1[CH:12]=[CH:11][C:10]([Br:13])=[C:9]([F:14])[CH:8]=1)(=O)=O.N1C(C)=CC=C[C:16]=1C. Product: [Br:13][C:10]1[CH:11]=[CH:12][C:7]([CH2:6][O:5][CH3:16])=[CH:8][C:9]=1[F:14]. The catalyst class is: 275. (2) Reactant: Br[C:2]1[C:3]([CH:23]([CH3:25])[CH3:24])=[N:4][C:5]([N:10]2[CH2:15][CH2:14][N:13]([C:16](=[O:21])[CH2:17][CH2:18][O:19][CH3:20])[C@H:12]([CH3:22])[CH2:11]2)=[C:6]([CH:9]=1)[C:7]#[N:8].[CH3:26][C:27]1([CH3:43])[C:31]([CH3:33])([CH3:32])[O:30][B:29]([B:29]2[O:30][C:31]([CH3:33])([CH3:32])[C:27]([CH3:43])([CH3:26])[O:28]2)[O:28]1.CC([O-])=O.[K+].C(Cl)Cl. Product: [CH:23]([C:3]1[C:2]([B:29]2[O:30][C:31]([CH3:33])([CH3:32])[C:27]([CH3:43])([CH3:26])[O:28]2)=[CH:9][C:6]([C:7]#[N:8])=[C:5]([N:10]2[CH2:15][CH2:14][N:13]([C:16](=[O:21])[CH2:17][CH2:18][O:19][CH3:20])[C@H:12]([CH3:22])[CH2:11]2)[N:4]=1)([CH3:25])[CH3:24]. The catalyst class is: 151. (3) The catalyst class is: 8. Product: [CH2:7]([N:14]1[C:22](=[O:23])[C:21]2[C:16](=[CH:17][CH:18]=[CH:19][CH:20]=2)[CH:15]1[CH2:24][C:25]([NH:5][C:4]([NH2:6])=[NH:3])=[O:26])[C:8]1[CH:9]=[CH:10][CH:11]=[CH:12][CH:13]=1. Reactant: [Na].[Cl-].[NH2:3][C:4]([NH2:6])=[NH2+:5].[CH2:7]([N:14]1[C:22](=[O:23])[C:21]2[C:16](=[CH:17][CH:18]=[CH:19][CH:20]=2)[CH:15]1[CH2:24][C:25](OCC)=[O:26])[C:8]1[CH:13]=[CH:12][CH:11]=[CH:10][CH:9]=1. (4) Reactant: [C:1]([O:5][C:6]([N:8]1[CH2:13][CH2:12][C@H:11]([CH2:14][NH2:15])[C@H:10]([F:16])[CH2:9]1)=[O:7])([CH3:4])([CH3:3])[CH3:2].FC1C([O:24][C:25]([C:27]2[N:28]=[N:29][C:30]([CH2:46][CH2:47][CH2:48][CH3:49])=[C:31]([C:33]3[CH:38]=[CH:37][C:36]([O:39][CH:40]4[CH2:45][CH2:44][CH2:43][CH2:42][CH2:41]4)=[CH:35][CH:34]=3)[CH:32]=2)=O)=C(F)C(F)=C(F)C=1F. Product: [C:1]([O:5][C:6]([N:8]1[CH2:13][CH2:12][C@H:11]([CH2:14][NH:15][C:25]([C:27]2[N:28]=[N:29][C:30]([CH2:46][CH2:47][CH2:48][CH3:49])=[C:31]([C:33]3[CH:38]=[CH:37][C:36]([O:39][CH:40]4[CH2:41][CH2:42][CH2:43][CH2:44][CH2:45]4)=[CH:35][CH:34]=3)[CH:32]=2)=[O:24])[C@H:10]([F:16])[CH2:9]1)=[O:7])([CH3:4])([CH3:2])[CH3:3]. The catalyst class is: 4.